This data is from Reaction yield outcomes from USPTO patents with 853,638 reactions. The task is: Predict the reaction yield, written as a fraction of the theoretical maximum amount of product (1.0 means a 100% yield; for example, 0.34 means a 34% yield). (1) The reactants are [NH2:1][C:2]1[C:3]([CH3:13])=[C:4]([CH:9]=[C:10]([Br:12])[CH:11]=1)[C:5]([O:7][CH3:8])=[O:6].[C:14]1(=O)[CH2:19][CH2:18][CH2:17][CH2:16][CH2:15]1.C(O)(=O)C.C([BH3-])#N.[Na+]. The catalyst is CO. The product is [Br:12][C:10]1[CH:11]=[C:2]([NH:1][CH:14]2[CH2:19][CH2:18][CH2:17][CH2:16][CH2:15]2)[C:3]([CH3:13])=[C:4]([CH:9]=1)[C:5]([O:7][CH3:8])=[O:6]. The yield is 0.410. (2) The reactants are [C:1]1([CH:7]([OH:13])[CH2:8][CH2:9][C:10]#[C:11][CH3:12])[CH:6]=[CH:5][CH:4]=[CH:3][CH:2]=1.[CH:14](=O)[CH2:15][CH2:16][CH2:17][CH2:18][CH3:19].C[Si]([O:25][S:26]([C:29]([F:32])([F:31])[F:30])(=[O:28])=[O:27])(C)C.C([O-])(O)=O.[Na+]. The catalyst is ClCCl.C(OCC)C. The product is [F:30][C:29]([F:32])([F:31])[S:26]([O:28]/[C:11](=[C:10]1/[CH:14]([CH2:15][CH2:16][CH2:17][CH2:18][CH3:19])[O:13][CH:7]([C:1]2[CH:6]=[CH:5][CH:4]=[CH:3][CH:2]=2)[CH2:8][CH2:9]/1)/[CH3:12])(=[O:27])=[O:25]. The yield is 0.760. (3) The yield is 0.723. The product is [CH:1]1([N:4]2[CH:5]=[N:6][N:7]=[C:8]2[C:9]2[CH:10]=[CH:11][N:12]=[CH:13][CH:14]=2)[CH2:3][CH2:2]1. The reactants are [CH:1]1([N:4]2[C:8]([C:9]3[CH:14]=[CH:13][N:12]=[CH:11][CH:10]=3)=[N:7][NH:6][C:5]2=S)[CH2:3][CH2:2]1. The catalyst is [Ni].CCO. (4) The reactants are [CH3:1][O:2][C:3]1[CH:18]=[CH:17][C:6]([NH:7][C:8]2[CH:13]=[CH:12][C:11]([N+:14]([O-:16])=[O:15])=[CH:10][CH:9]=2)=[CH:5][CH:4]=1. The catalyst is CC(O)=O.CC([O-])=O.CC([O-])=O.[Pd+2]. The product is [CH3:1][O:2][C:3]1[CH:4]=[CH:5][C:6]2[NH:7][C:8]3[C:13]([C:17]=2[CH:18]=1)=[CH:12][C:11]([N+:14]([O-:16])=[O:15])=[CH:10][CH:9]=3. The yield is 0.640. (5) The reactants are [H-].[Na+].[NH2:3][C:4]1[N:9]=[C:8]([CH2:10][C:11]2[C:16]([Cl:17])=[CH:15][CH:14]=[CH:13][C:12]=2[Cl:18])[N:7]=[C:6]([NH:19][C:20]2[CH:27]=[CH:26][C:23]([C:24]#[N:25])=[CH:22][CH:21]=2)[N:5]=1.C[O:29][C:30](=[O:33])[CH2:31]Cl.[CH3:34]N(C=O)C. No catalyst specified. The product is [CH3:34][CH:31]([C:30]([OH:29])=[O:33])[N:19]([C:20]1[CH:21]=[CH:22][C:23]([C:24]#[N:25])=[CH:26][CH:27]=1)[C:6]1[N:5]=[C:4]([NH2:3])[N:9]=[C:8]([CH2:10][C:11]2[C:16]([Cl:17])=[CH:15][CH:14]=[CH:13][C:12]=2[Cl:18])[N:7]=1. The yield is 0.194. (6) The reactants are [NH2:1][C:2]1[NH:6][N:5]=[CH:4][C:3]=1[C:7]([O:9][CH2:10][CH3:11])=[O:8].C([N:15]1[C:23]2[C:18](=[CH:19][C:20]([C:24](=O)[CH2:25][C:26](OCC)=[O:27])=[CH:21][CH:22]=2)[CH:17]=[N:16]1)(=O)C. The catalyst is CCCCO.CC1C=CC(S(O)(=O)=O)=CC=1. The product is [NH:15]1[C:23]2[C:18](=[CH:19][C:20]([C:24]3[NH:1][C:2]4[N:6]([N:5]=[CH:4][C:3]=4[C:7]([O:9][CH2:10][CH3:11])=[O:8])[C:26](=[O:27])[CH:25]=3)=[CH:21][CH:22]=2)[CH:17]=[N:16]1. The yield is 0.720. (7) The reactants are [CH:1]1([N:4]2[C:8]([C:9]3[CH:14]=[CH:13][N:12]=[CH:11][CH:10]=3)=[N:7][NH:6][C:5]2=S)[CH2:3][CH2:2]1. The catalyst is [Ni].CCO. The product is [CH:1]1([N:4]2[CH:5]=[N:6][N:7]=[C:8]2[C:9]2[CH:10]=[CH:11][N:12]=[CH:13][CH:14]=2)[CH2:3][CH2:2]1. The yield is 0.723. (8) The reactants are [OH:1][C:2]1[CH:3]=[C:4]2[C:8](=[CH:9][CH:10]=1)[C:7](=[O:11])[CH2:6][CH2:5]2.[CH2:12](O)[C:13]1[CH:18]=[CH:17][CH:16]=[CH:15][CH:14]=1.C(P(CCCC)CCCC)CCC.N(C(N1CCCCC1)=O)=NC(N1CCCCC1)=O. The catalyst is O1CCCC1.CCCCCC. The product is [CH2:12]([O:1][C:2]1[CH:3]=[C:4]2[C:8](=[CH:9][CH:10]=1)[C:7](=[O:11])[CH2:6][CH2:5]2)[C:13]1[CH:18]=[CH:17][CH:16]=[CH:15][CH:14]=1. The yield is 0.780. (9) The reactants are [CH2:1]([O:8][C:9]([N:11]1[CH2:16][CH2:15][CH:14]([CH:17]=[O:18])[CH2:13][CH2:12]1)=[O:10])[C:2]1[CH:7]=[CH:6][CH:5]=[CH:4][CH:3]=1.[CH3:19][Mg]Br. The catalyst is CCOCC. The product is [OH:18][CH:17]([CH:14]1[CH2:15][CH2:16][N:11]([C:9]([O:8][CH2:1][C:2]2[CH:7]=[CH:6][CH:5]=[CH:4][CH:3]=2)=[O:10])[CH2:12][CH2:13]1)[CH3:19]. The yield is 0.620.